This data is from Full USPTO retrosynthesis dataset with 1.9M reactions from patents (1976-2016). The task is: Predict the reactants needed to synthesize the given product. (1) Given the product [F:14][C:15]1[CH:20]=[CH:19][C:18]([C:2]2[O:6][C:5]([CH2:7][O:8][CH3:9])=[C:4]([C:10]([O:12][CH3:13])=[O:11])[CH:3]=2)=[C:17]([CH3:24])[CH:16]=1, predict the reactants needed to synthesize it. The reactants are: Br[C:2]1[O:6][C:5]([CH2:7][O:8][CH3:9])=[C:4]([C:10]([O:12][CH3:13])=[O:11])[CH:3]=1.[F:14][C:15]1[CH:20]=[CH:19][C:18](B(O)O)=[C:17]([CH3:24])[CH:16]=1.C(=O)([O-])[O-].[Na+].[Na+].COCCOC. (2) The reactants are: [Cl:1][C:2]1[CH:7]=[CH:6][C:5]([CH:8]2[C:12]3[N:13]=[C:14]([C:18]4[CH:19]=[N:20][C:21]([O:24][CH3:25])=[CH:22][CH:23]=4)[N:15]([CH2:16][CH3:17])[C:11]=3[C:10](=[O:26])[N:9]2[C:27]2[CH:32]=[C:31]([CH3:33])[C:30](=[O:34])[N:29]([CH3:35])[CH:28]=2)=[CH:4][CH:3]=1. Given the product [Cl:1][C:2]1[CH:7]=[CH:6][C:5]([C@H:8]2[C:12]3[N:13]=[C:14]([C:18]4[CH:19]=[N:20][C:21]([O:24][CH3:25])=[CH:22][CH:23]=4)[N:15]([CH2:16][CH3:17])[C:11]=3[C:10](=[O:26])[N:9]2[C:27]2[CH:32]=[C:31]([CH3:33])[C:30](=[O:34])[N:29]([CH3:35])[CH:28]=2)=[CH:4][CH:3]=1, predict the reactants needed to synthesize it. (3) Given the product [NH2:1][C:2]1[C:11]2[CH2:10][CH:9]([OH:12])[CH2:8][CH2:7][C:6]=2[N:5]=[CH:4][CH:3]=1, predict the reactants needed to synthesize it. The reactants are: [NH2:1][C:2]1[C:11]2[CH2:10][C:9](=[O:12])[CH2:8][CH2:7][C:6]=2[N:5]=[CH:4][CH:3]=1.[BH4-].[Na+].O. (4) Given the product [F:1][C@H:2]1[CH2:6][N:5]([S:46]([C:43]2[CH:44]=[CH:45][C:40]([F:39])=[CH:41][CH:42]=2)(=[O:48])=[O:47])[C@H:4]([C:7]([NH:9][CH2:10][C:11]2[CH:16]=[C:15]([C:17]3[CH:18]=[N:19][C:20]([C:23]([F:25])([F:26])[F:24])=[CH:21][CH:22]=3)[CH:14]=[C:13]([O:27][CH2:28][CH2:29][O:30][CH3:31])[N:12]=2)=[O:8])[CH2:3]1, predict the reactants needed to synthesize it. The reactants are: [F:1][C:2]1[CH:3]=[C:4]([C:7]([NH:9][CH2:10][C:11]2[CH:16]=[C:15]([C:17]3[CH:18]=[N:19][C:20]([C:23]([F:26])([F:25])[F:24])=[CH:21][CH:22]=3)[CH:14]=[C:13]([O:27][CH2:28][CH2:29][O:30][CH3:31])[N:12]=2)=[O:8])[NH:5][CH:6]=1.C(N(CC)CC)C.[F:39][C:40]1[CH:45]=[CH:44][C:43]([S:46](Cl)(=[O:48])=[O:47])=[CH:42][CH:41]=1. (5) Given the product [Br:15][CH2:12][C:11]1[C:2]([F:1])=[CH:3][CH:4]=[C:5]2[C:10]=1[N:9]=[C:8]([O:13][CH3:14])[CH:7]=[CH:6]2, predict the reactants needed to synthesize it. The reactants are: [F:1][C:2]1[C:11]([CH3:12])=[C:10]2[C:5]([CH:6]=[CH:7][C:8]([O:13][CH3:14])=[N:9]2)=[CH:4][CH:3]=1.[Br:15]N1C(=O)CCC1=O. (6) Given the product [C:26]([N:1]1[C:2]2[CH:3]=[N:4][C:5]3[CH:6]=[CH:7][C:8]([Br:24])=[CH:9][C:10]=3[C:11]=2[C:12]([C:13]2[CH:14]=[CH:15][C:16]([C:19]([CH3:22])([CH3:23])[C:20]#[N:21])=[CH:17][CH:18]=2)=[N:43]1)(=[O:28])[CH3:25], predict the reactants needed to synthesize it. The reactants are: [NH2:1][C:2]1[CH:3]=[N:4][C:5]2[C:10]([C:11]=1[CH2:12][C:13]1[CH:18]=[CH:17][C:16]([C:19]([CH3:23])([CH3:22])[C:20]#[N:21])=[CH:15][CH:14]=1)=[CH:9][C:8]([Br:24])=[CH:7][CH:6]=2.[CH3:25][C:26]([O-:28])=O.[K+].C(OC(=O)C)(=O)C.C(O[N:43]=O)CC(C)C.